This data is from Full USPTO retrosynthesis dataset with 1.9M reactions from patents (1976-2016). The task is: Predict the reactants needed to synthesize the given product. (1) Given the product [CH3:20][O:19][C:16]1[CH:17]=[CH:18][C:13]2[N:12]=[C:4]([C:3]3[CH:7]=[CH:8][C:9]([F:11])=[CH:10][C:2]=3[OH:1])[S:21][C:14]=2[CH:15]=1, predict the reactants needed to synthesize it. The reactants are: [OH:1][C:2]1[CH:10]=[C:9]([F:11])[CH:8]=[CH:7][C:3]=1[C:4](O)=O.[NH2:12][C:13]1[CH:18]=[CH:17][C:16]([O:19][CH3:20])=[CH:15][C:14]=1[SH:21].C([O-])(O)=O.[Na+]. (2) Given the product [F:13][CH:12]([F:14])[O:11][C:7]1[C:6]2[C:2]([NH:20][CH:17]([CH3:19])[CH3:18])=[N:3][S:4](=[O:16])(=[O:15])[C:5]=2[CH:10]=[CH:9][CH:8]=1, predict the reactants needed to synthesize it. The reactants are: Cl[C:2]1[C:6]2[C:7]([O:11][CH:12]([F:14])[F:13])=[CH:8][CH:9]=[CH:10][C:5]=2[S:4](=[O:16])(=[O:15])[N:3]=1.[CH:17]([NH2:20])([CH3:19])[CH3:18]. (3) Given the product [Cl:19][C:20]1[CH:25]=[C:24]([F:26])[CH:23]=[CH:22][C:21]=1[O:27][C:2]1[CH:7]=[C:6]([O:8][CH2:9][C:10]#[C:11][CH3:12])[N:5]=[CH:4][N:3]=1, predict the reactants needed to synthesize it. The reactants are: Cl[C:2]1[CH:7]=[C:6]([O:8][CH2:9][C:10]#[C:11][CH3:12])[N:5]=[CH:4][N:3]=1.C(=O)([O-])[O-].[K+].[K+].[Cl:19][C:20]1[CH:25]=[C:24]([F:26])[CH:23]=[CH:22][C:21]=1[OH:27].[Cl-].[NH4+]. (4) Given the product [CH2:15]([O:17][C:18]([C:20]1([C:23]2[CH:24]=[CH:25][C:26]([C:29]3[CH:34]=[CH:33][C:32]([C:35]4[O:39][N:38]=[C:37]([CH3:40])[C:36]=4[CH2:41][N:42]([CH3:1])[CH2:43][CH:44]([C:46]4[CH:47]=[CH:48][CH:49]=[CH:50][CH:51]=4)[CH3:45])=[CH:31][CH:30]=3)=[CH:27][CH:28]=2)[CH2:21][CH2:22]1)=[O:19])[CH3:16], predict the reactants needed to synthesize it. The reactants are: [C:1](O[BH-](OC(=O)C)OC(=O)C)(=O)C.[Na+].[CH2:15]([O:17][C:18]([C:20]1([C:23]2[CH:28]=[CH:27][C:26]([C:29]3[CH:34]=[CH:33][C:32]([C:35]4[O:39][N:38]=[C:37]([CH3:40])[C:36]=4[CH2:41][NH:42][CH2:43][CH:44]([C:46]4[CH:51]=[CH:50][CH:49]=[CH:48][CH:47]=4)[CH3:45])=[CH:31][CH:30]=3)=[CH:25][CH:24]=2)[CH2:22][CH2:21]1)=[O:19])[CH3:16].C=O. (5) Given the product [C:6]([C:16]1[N:12]2[CH2:11][CH2:10][N:9]([CH3:8])[C:17]3([CH2:18][CH2:19][N:20]([C:23]([O:25][C:26]([CH3:29])([CH3:28])[CH3:27])=[O:24])[CH2:21][CH2:22]3)[C:13]2=[CH:14][CH:15]=1)#[N:5], predict the reactants needed to synthesize it. The reactants are: ClS([N:5]=[C:6]=O)(=O)=O.[CH3:8][N:9]1[C:17]2([CH2:22][CH2:21][N:20]([C:23]([O:25][C:26]([CH3:29])([CH3:28])[CH3:27])=[O:24])[CH2:19][CH2:18]2)[C:13]2=[CH:14][CH:15]=[CH:16][N:12]2[CH2:11][CH2:10]1.CN(C)C=O.